This data is from Forward reaction prediction with 1.9M reactions from USPTO patents (1976-2016). The task is: Predict the product of the given reaction. (1) Given the reactants [N:1]1[C:10]2[C:5](=[CH:6][CH:7]=[C:8]([O:11][C:12]3[N:17]=[CH:16][N:15]=[C:14]([C:18]4[CH:23]=[CH:22][C:21]([C:24]([F:27])([F:26])[F:25])=[CH:20][C:19]=4[OH:28])[CH:13]=3)[CH:9]=2)[CH:4]=[CH:3][CH:2]=1.C([O-])([O-])=O.[K+].[K+].[CH2:35](Br)[C:36]1[CH:41]=[CH:40][CH:39]=[CH:38][CH:37]=1, predict the reaction product. The product is: [CH2:35]([O:28][C:19]1[CH:20]=[C:21]([C:24]([F:25])([F:27])[F:26])[CH:22]=[CH:23][C:18]=1[C:14]1[N:15]=[CH:16][N:17]=[C:12]([O:11][C:8]2[CH:9]=[C:10]3[C:5]([CH:4]=[CH:3][CH:2]=[N:1]3)=[CH:6][CH:7]=2)[CH:13]=1)[C:36]1[CH:41]=[CH:40][CH:39]=[CH:38][CH:37]=1. (2) Given the reactants [C:1]([O:5][C:6]([NH:8][C@H:9]([CH3:13])[C:10]([OH:12])=O)=[O:7])([CH3:4])([CH3:3])[CH3:2].CN1CCOCC1.C(OC(Cl)=O)C(C)C.[CH3:29][O:30][C:31](=[O:43])[C@@H:32]([NH:34][CH2:35][C:36]1[CH:41]=[CH:40][C:39]([F:42])=[CH:38][CH:37]=1)[CH3:33], predict the reaction product. The product is: [CH3:29][O:30][C:31](=[O:43])[C@@H:32]([N:34]([C:10](=[O:12])[C@H:9]([NH:8][C:6]([O:5][C:1]([CH3:2])([CH3:3])[CH3:4])=[O:7])[CH3:13])[CH2:35][C:36]1[CH:37]=[CH:38][C:39]([F:42])=[CH:40][CH:41]=1)[CH3:33]. (3) Given the reactants Br[C:2]1[CH:3]=[C:4]([CH:11]=[C:12]([N+:14]([O-:16])=[O:15])[CH:13]=1)[O:5][CH2:6][CH2:7][N:8]([CH3:10])[CH3:9].C(=O)([O-])[O-].[K+].[K+].[NH:23]1[CH:27]=[N:26][CH:25]=[N:24]1, predict the reaction product. The product is: [CH3:9][N:8]([CH3:10])[CH2:7][CH2:6][O:5][C:4]1[CH:3]=[C:2]([N:23]2[CH:27]=[N:26][CH:25]=[N:24]2)[CH:13]=[C:12]([N+:14]([O-:16])=[O:15])[CH:11]=1. (4) Given the reactants N1([CH2:6][CH2:7][NH:8][C:9]2[N:14]=[C:13]([C@@H:15]([NH:25][C:26](=[O:44])[CH2:27][N:28]3[C:36]4[C:35]([F:38])([F:37])[CH2:34][CH2:33][C:32]([F:40])([F:39])[C:31]=4[C:30]([CH:41]([F:43])[F:42])=[N:29]3)[CH2:16][C:17]3[CH:22]=[C:21]([F:23])[CH:20]=[C:19]([F:24])[CH:18]=3)[C:12]([C:45]3[CH:46]=[CH:47][C:48]([F:54])=[C:49]([CH:53]=3)[C:50]([NH2:52])=[O:51])=[CH:11][N:10]=2)C=CN=N1.[O:55]1CC[CH:57](N)[CH2:56]1.BrC1C([C@@H](NC(=O)OC(C)(C)C)CC2C=C(F)C=C(F)C=2)=NC(S(C)(=O)=O)=NC=1, predict the reaction product. The product is: [F:43][CH:41]([F:42])[C:30]1[C:31]2[C:32]([F:40])([F:39])[CH2:33][CH2:34][C:35]([F:37])([F:38])[C:36]=2[N:28]([CH2:27][C:26]([NH:25][C@H:15]([C:13]2[C:12]([C:45]3[CH:46]=[CH:47][C:48]([F:54])=[C:49]([CH:53]=3)[C:50]([NH2:52])=[O:51])=[CH:11][N:10]=[C:9]([NH:8][CH:7]3[CH2:57][CH2:56][O:55][CH2:6]3)[N:14]=2)[CH2:16][C:17]2[CH:22]=[C:21]([F:23])[CH:20]=[C:19]([F:24])[CH:18]=2)=[O:44])[N:29]=1. (5) Given the reactants C([Li])CCC.[CH3:6][O:7][CH2:8][CH2:9][N:10]1[CH:14]=[CH:13][N:12]=[CH:11]1.CON(C)[C:18](=[O:20])[CH3:19], predict the reaction product. The product is: [CH3:6][O:7][CH2:8][CH2:9][N:10]1[CH:14]=[CH:13][N:12]=[C:11]1[C:18](=[O:20])[CH3:19].